Dataset: Catalyst prediction with 721,799 reactions and 888 catalyst types from USPTO. Task: Predict which catalyst facilitates the given reaction. Product: [Br:8][C:5]1[CH:4]=[N:3][C:2]([N:9]2[CH2:14][CH2:13][CH2:12][CH2:11][CH2:10]2)=[N:7][CH:6]=1. The catalyst class is: 57. Reactant: Cl[C:2]1[N:7]=[CH:6][C:5]([Br:8])=[CH:4][N:3]=1.[NH:9]1[CH2:14][CH2:13][CH2:12][CH2:11][CH2:10]1.